The task is: Predict which catalyst facilitates the given reaction.. This data is from Catalyst prediction with 721,799 reactions and 888 catalyst types from USPTO. (1) Reactant: [C:1]([C:3]1[CH:9]=[CH:8][C:6]([NH2:7])=[CH:5][C:4]=1[F:10])#[N:2].C([O-])([O-])=O.[Na+].[Na+].[NH2:17][OH:18].Cl. Product: [NH2:7][C:6]1[CH:8]=[CH:9][C:3]([C:1](=[N:17][OH:18])[NH2:2])=[C:4]([F:10])[CH:5]=1. The catalyst class is: 88. (2) Reactant: [C:1](O[BH-](OC(=O)C)OC(=O)C)(=O)[CH3:2].[F:14][C:15]1[CH:16]=[C:17]([NH:21][C:22](=[O:49])[CH2:23][C:24]2[NH:28][N:27]=[C:26]([NH:29][C:30]3[C:39]4[C:34](=[CH:35][C:36]([O:40][CH2:41][CH2:42][CH2:43][NH:44][CH2:45][CH2:46][CH2:47][OH:48])=[CH:37][CH:38]=4)[N:33]=[CH:32][N:31]=3)[CH:25]=2)[CH:18]=[CH:19][CH:20]=1.C(=O)C. Product: [CH2:1]([N:44]([CH2:45][CH2:46][CH2:47][OH:48])[CH2:43][CH2:42][CH2:41][O:40][C:36]1[CH:35]=[C:34]2[C:39]([C:30]([NH:29][C:26]3[CH:25]=[C:24]([CH2:23][C:22]([NH:21][C:17]4[CH:18]=[CH:19][CH:20]=[C:15]([F:14])[CH:16]=4)=[O:49])[NH:28][N:27]=3)=[N:31][CH:32]=[N:33]2)=[CH:38][CH:37]=1)[CH3:2]. The catalyst class is: 9. (3) Reactant: [CH3:1][C:2]1([CH3:21])[C:6](=[O:7])[N:5]([C:8]2[CH:15]=[CH:14][C:11]([C:12]#[N:13])=[C:10]([C:16]([F:19])([F:18])[F:17])[CH:9]=2)[C:4](=[O:20])[NH:3]1.[H-].[Na+].ClC[CH2:26][CH2:27][O:28][CH:29]1[CH2:34][CH2:33][CH2:32][CH2:31][O:30]1.[I-].[Na+]. Product: [CH3:1][C:2]1([CH3:21])[C:6](=[O:7])[N:5]([C:8]2[CH:15]=[CH:14][C:11]([C:12]#[N:13])=[C:10]([C:16]([F:19])([F:17])[F:18])[CH:9]=2)[C:4](=[O:20])[N:3]1[CH2:33][CH2:32][CH2:31][O:30][CH:29]1[CH2:34][CH2:26][CH2:27][O:28]1. The catalyst class is: 369. (4) Reactant: [Cl:1][C:2]1[CH:7]=[CH:6][C:5]([CH:8](O)[C:9]([O:11][CH2:12][CH3:13])=[O:10])=[CH:4][CH:3]=1.CCN(CC)CC.O(S(C)(=O)=O)S(C)(=O)=O.[F:31][CH:32]([F:44])[C:33]1[N:37]2[CH:38]=[C:39]([NH2:43])[CH:40]=[C:41]([CH3:42])[C:36]2=[N:35][N:34]=1.C([O-])(O)=O.[Na+]. Product: [Cl:1][C:2]1[CH:7]=[CH:6][C:5]([CH:8]([NH:43][C:39]2[CH:40]=[C:41]([CH3:42])[C:36]3[N:37]([C:33]([CH:32]([F:44])[F:31])=[N:34][N:35]=3)[CH:38]=2)[C:9]([O:11][CH2:12][CH3:13])=[O:10])=[CH:4][CH:3]=1. The catalyst class is: 225. (5) Reactant: [OH-].[Na+].[Cl:3][C:4]1[CH:5]=[C:6]([C:14]2[O:18][N:17]=[C:16]([C:19]3[CH:24]=[CH:23][N:22]=[C:21]4[N:25]([CH2:28][CH2:29][C:30]([O-:32])=[O:31])[CH:26]=[CH:27][C:20]=34)[N:15]=2)[CH:7]=[CH:8][C:9]=1[O:10][CH:11]([CH3:13])[CH3:12]. Product: [Cl:3][C:4]1[CH:5]=[C:6]([C:14]2[O:18][N:17]=[C:16]([C:19]3[CH:24]=[CH:23][N:22]=[C:21]4[N:25]([CH2:28][CH2:29][C:30]([OH:32])=[O:31])[CH:26]=[CH:27][C:20]=34)[N:15]=2)[CH:7]=[CH:8][C:9]=1[O:10][CH:11]([CH3:13])[CH3:12]. The catalyst class is: 252. (6) Reactant: Cl.[CH3:2][C@@H:3]([NH2:8])[C:4]([F:7])([F:6])[F:5].C(N(CC)CC)C.[C:16]([N:24]=[C:25]=[S:26])(=[O:23])[C:17]1[CH:22]=[CH:21][CH:20]=[CH:19][CH:18]=1. Product: [C:16]([NH:24][C:25]([NH:8][C@H:3]([CH3:2])[C:4]([F:7])([F:6])[F:5])=[S:26])(=[O:23])[C:17]1[CH:22]=[CH:21][CH:20]=[CH:19][CH:18]=1. The catalyst class is: 22. (7) Reactant: [CH3:1]C([O-])(C)C.[K+].[Br:7][C:8]1[CH:13]=[CH:12][CH:11]=[CH:10][C:9]=1[C:14](=O)[CH3:15]. Product: [Br:7][C:8]1[CH:13]=[CH:12][CH:11]=[CH:10][C:9]=1[C:14]([CH3:15])=[CH2:1]. The catalyst class is: 307. (8) Reactant: C([Li])CCC.[CH3:6][P:7](=[O:12])([O:10][CH3:11])[O:8][CH3:9].[C:13]([Si:17]([CH3:26])([CH3:25])[O:18][C@@H:19]([CH3:24])[C:20](OC)=[O:21])([CH3:16])([CH3:15])[CH3:14]. Product: [Si:17]([O:18][C@@H:19]([CH3:24])[C:20](=[O:21])[CH2:6][P:7](=[O:12])([O:10][CH3:11])[O:8][CH3:9])([C:13]([CH3:16])([CH3:15])[CH3:14])([CH3:26])[CH3:25]. The catalyst class is: 7. (9) Reactant: [C:1]([O:5][C:6]([C:8]1[NH:9][C:10]2[C:15]([C:16]=1[N:17]1[C:22](=[O:23])[C:21]3=[CH:24][S:25][CH:26]=[C:20]3[N:19]([C:27]([O:29][C:30]([CH3:33])([CH3:32])[CH3:31])=[O:28])[C:18]1=[O:34])=[CH:14][C:13]([C:35]([F:38])([F:37])[F:36])=[CH:12][CH:11]=2)=[O:7])([CH3:4])([CH3:3])[CH3:2].CC(C)([O-])C.[K+].[F:45][C:46]1[CH:53]=[CH:52][C:51]([F:54])=[CH:50][C:47]=1[CH2:48]Br.C(OCC)(=O)C. Product: [C:1]([O:5][C:6]([C:8]1[N:9]([CH2:48][C:47]2[CH:50]=[C:51]([F:54])[CH:52]=[CH:53][C:46]=2[F:45])[C:10]2[C:15]([C:16]=1[N:17]1[C:22](=[O:23])[C:21]3=[CH:24][S:25][CH:26]=[C:20]3[N:19]([C:27]([O:29][C:30]([CH3:31])([CH3:32])[CH3:33])=[O:28])[C:18]1=[O:34])=[CH:14][C:13]([C:35]([F:36])([F:37])[F:38])=[CH:12][CH:11]=2)=[O:7])([CH3:2])([CH3:3])[CH3:4]. The catalyst class is: 118. (10) Reactant: [CH2:1]([O:8][C:9]1[C:10]([CH3:30])=[CH:11][C:12](N)=[N:13][C:14]=1[CH2:15][CH2:16][CH2:17][CH2:18][CH2:19][CH2:20][CH2:21][CH2:22][CH2:23][CH2:24][O:25][CH2:26][O:27][CH3:28])[C:2]1[CH:7]=[CH:6][CH:5]=[CH:4][CH:3]=1.N([O-])=O.[Na+].[OH-:35].[Na+].[CH3:37]I. Product: [CH2:1]([O:8][C:9]1[C:14]([CH2:15][CH2:16][CH2:17][CH2:18][CH2:19][CH2:20][CH2:21][CH2:22][CH2:23][CH2:24][O:25][CH2:26][O:27][CH3:28])=[N:13][C:12]([O:35][CH3:37])=[CH:11][C:10]=1[CH3:30])[C:2]1[CH:7]=[CH:6][CH:5]=[CH:4][CH:3]=1. The catalyst class is: 6.